This data is from Reaction yield outcomes from USPTO patents with 853,638 reactions. The task is: Predict the reaction yield, written as a fraction of the theoretical maximum amount of product (1.0 means a 100% yield; for example, 0.34 means a 34% yield). (1) The reactants are [N+:1]([C:4]1[CH:5]=[N:6][NH:7][CH:8]=1)([O-:3])=[O:2].Br[CH2:10][CH2:11][CH:12]([CH3:14])[CH3:13].C(=O)([O-])[O-].[Cs+].[Cs+]. The catalyst is COCCOC.C(OCC)(=O)C. The product is [CH2:10]([N:6]1[CH:5]=[C:4]([N+:1]([O-:3])=[O:2])[CH:8]=[N:7]1)[CH2:11][CH:12]([CH3:14])[CH3:13]. The yield is 0.943. (2) The reactants are C([N:9]1[CH2:14][CH2:13][C:12]([CH2:16][NH:17][C:18]([O:20][C:21]([CH3:24])([CH3:23])[CH3:22])=[O:19])([F:15])[CH2:11][CH2:10]1)(=O)C1C=CC=CC=1.[OH-].[Na+].O. The catalyst is C(O)C. The product is [C:21]([O:20][C:18]([NH:17][CH2:16][C:12]1([F:15])[CH2:11][CH2:10][NH:9][CH2:14][CH2:13]1)=[O:19])([CH3:24])([CH3:22])[CH3:23]. The yield is 0.580. (3) The reactants are CS([O:5][C:6]1[CH:11]=[C:10]([CH2:12][CH2:13][CH3:14])[CH:9]=[CH:8][C:7]=1[O:15][C:16]1[CH:17]=[N:18][C:19]([NH:22][S:23]([CH3:26])(=[O:25])=[O:24])=[CH:20][CH:21]=1)(=O)=O.[OH-].[K+]. The catalyst is O. The product is [OH:5][C:6]1[CH:11]=[C:10]([CH2:12][CH2:13][CH3:14])[CH:9]=[CH:8][C:7]=1[O:15][C:16]1[CH:21]=[CH:20][C:19]([NH:22][S:23]([CH3:26])(=[O:24])=[O:25])=[N:18][CH:17]=1. The yield is 0.770. (4) The reactants are [C:1]([C:3]1[CH:8]=[CH:7][CH:6]=[CH:5][C:4]=1[CH2:9][C:10]([NH2:12])=[O:11])#[CH:2].Cl[C:14]1[C:19]([C:20]([F:23])([F:22])[F:21])=[CH:18][N:17]=[C:16]([NH:24][C:25]2[CH:30]=[CH:29][C:28]([CH:31]3[CH2:36][CH2:35][CH2:34][CH2:33][N:32]3[C:37]([O:39][C:40]([CH3:43])([CH3:42])[CH3:41])=[O:38])=[CH:27][CH:26]=2)[N:15]=1.C(N(CC)CC)C.C1(P(C2C=CC=CC=2)C2C=CC=CC=2)C=CC=CC=1. The catalyst is CN(C=O)C.[Cu]I. The product is [NH2:12][C:10](=[O:11])[CH2:9][C:4]1[CH:5]=[CH:6][CH:7]=[CH:8][C:3]=1[C:1]#[C:2][C:18]1[C:19]([C:20]([F:21])([F:22])[F:23])=[CH:14][N:15]=[C:16]([NH:24][C:25]2[CH:26]=[CH:27][C:28]([CH:31]3[CH2:36][CH2:35][CH2:34][CH2:33][N:32]3[C:37]([O:39][C:40]([CH3:43])([CH3:42])[CH3:41])=[O:38])=[CH:29][CH:30]=2)[N:17]=1. The yield is 0.740. (5) The product is [NH2:1][C:2]1[N:7]=[CH:6][N:5]=[C:4]2[N:8]([CH:22]([C:24]3[O:25][C:26]4[C:31]([C:32](=[O:41])[C:33]=3[C:34]3[CH:39]=[CH:38][CH:37]=[C:36]([F:40])[CH:35]=3)=[C:30]([N:43]3[CH2:48][CH2:47][O:46][CH2:45][CH2:44]3)[CH:29]=[CH:28][CH:27]=4)[CH3:23])[N:9]=[C:10]([C:11]3[CH:16]=[CH:15][C:14]([O:17][CH:18]([CH3:20])[CH3:19])=[C:13]([F:21])[CH:12]=3)[C:3]=12. The reactants are [NH2:1][C:2]1[N:7]=[CH:6][N:5]=[C:4]2[N:8]([CH:22]([C:24]3[O:25][C:26]4[C:31]([C:32](=[O:41])[C:33]=3[C:34]3[CH:39]=[CH:38][CH:37]=[C:36]([F:40])[CH:35]=3)=[C:30](F)[CH:29]=[CH:28][CH:27]=4)[CH3:23])[N:9]=[C:10]([C:11]3[CH:16]=[CH:15][C:14]([O:17][CH:18]([CH3:20])[CH3:19])=[C:13]([F:21])[CH:12]=3)[C:3]=12.[NH:43]1[CH2:48][CH2:47][O:46][CH2:45][CH2:44]1. The yield is 0.800. The catalyst is O1CCOCC1. (6) The reactants are [Cl:1][CH2:2]/[CH:3]=[C:4](/[C:7]1[CH:12]=[CH:11][CH:10]=[C:9]([N+:13]([O-:15])=[O:14])[CH:8]=1)\[CH2:5][CH3:6].[N+](=[CH:18][C:19]([O:21][CH2:22][CH3:23])=[O:20])=[N-]. The catalyst is ClCCl.CC(O)=O.CC(O)=O.CC(O)=O.CC(O)=O.[Rh].[Rh]. The product is [Cl:1][CH2:2][CH:3]1[CH:18]([C:19]([O:21][CH2:22][CH3:23])=[O:20])[C:4]1([CH2:5][CH3:6])[C:7]1[CH:12]=[CH:11][CH:10]=[C:9]([N+:13]([O-:15])=[O:14])[CH:8]=1. The yield is 0.150. (7) The reactants are [Cl:1][C:2]1[N:3]=[C:4]([C:9]([OH:11])=O)[NH:5][C:6]=1[CH2:7][CH3:8].S(Cl)(Cl)=O.[NH2:16][C:17]1[CH:22]=[CH:21][C:20]([C:23]2[O:24][CH:25]=[C:26]([C:28]([O:30][CH3:31])=[O:29])[N:27]=2)=[CH:19][CH:18]=1. The catalyst is N1C=CC=CC=1. The product is [Cl:1][C:2]1[N:3]=[C:4]([C:9]([NH:16][C:17]2[CH:18]=[CH:19][C:20]([C:23]3[O:24][CH:25]=[C:26]([C:28]([O:30][CH3:31])=[O:29])[N:27]=3)=[CH:21][CH:22]=2)=[O:11])[NH:5][C:6]=1[CH2:7][CH3:8]. The yield is 0.470. (8) The reactants are C(OC(=O)[CH:5]([NH:7][C:8](=[O:26])[C:9]1[CH:14]=[CH:13][C:12]([CH:15](Br)[CH2:16][O:17][Si:18]([C:21]([CH3:24])([CH3:23])[CH3:22])([CH3:20])[CH3:19])=[CH:11][CH:10]=1)[CH3:6])C.C([NH:32][CH:33]1[CH2:38][CH2:37][CH2:36][CH2:35][CH2:34]1)(C)(C)C.[C:39]([O:42][CH2:43][CH3:44])(=[O:41])C. The product is [CH2:43]([O:42][C:39](=[O:41])[CH2:6][CH2:5][NH:7][C:8](=[O:26])[C:9]1[CH:10]=[CH:11][C:12]([CH:15]([NH:32][CH:33]2[CH2:34][CH2:35][CH:36]([C:9]([CH3:14])([CH3:10])[CH3:8])[CH2:37][CH2:38]2)[CH2:16][O:17][Si:18]([C:21]([CH3:22])([CH3:23])[CH3:24])([CH3:19])[CH3:20])=[CH:13][CH:14]=1)[CH3:44]. The catalyst is CS(C)=O.O. The yield is 0.910. (9) The reactants are [F-].C([N+](CCCC)(CCCC)CCCC)CCC.[CH:19]([C:21]1[CH:26]=[CH:25][CH:24]=[CH:23][C:22]=1[C:27]1[CH:28]=[CH:29][C:30]([C:33]#[N:34])=[N:31][CH:32]=1)=[O:20].[F:35][C:36]([Si](C)(C)C)([F:38])[F:37].Cl. The catalyst is C1COCC1. The product is [F:35][C:36]([F:38])([F:37])[CH:19]([C:21]1[CH:26]=[CH:25][CH:24]=[CH:23][C:22]=1[C:27]1[CH:28]=[CH:29][C:30]([C:33]#[N:34])=[N:31][CH:32]=1)[OH:20]. The yield is 0.950.